Predict the reaction yield, written as a fraction of the theoretical maximum amount of product (1.0 means a 100% yield; for example, 0.34 means a 34% yield). From a dataset of Reaction yield outcomes from USPTO patents with 853,638 reactions. The reactants are [CH2:1]([O:8][C:9]1[CH:10]=[CH:11][C:12]([OH:17])=[C:13]([CH:16]=1)[CH:14]=[O:15])[C:2]1[CH:7]=[CH:6][CH:5]=[CH:4][CH:3]=1.[C:18]1([Li])[CH:23]=[CH:22][CH:21]=[CH:20][CH:19]=1. The catalyst is C1COCC1. The product is [CH2:1]([O:8][C:9]1[CH:10]=[CH:11][C:12]([OH:17])=[C:13]([CH:14]([OH:15])[C:18]2[CH:23]=[CH:22][CH:21]=[CH:20][CH:19]=2)[CH:16]=1)[C:2]1[CH:3]=[CH:4][CH:5]=[CH:6][CH:7]=1. The yield is 0.930.